Dataset: Peptide-MHC class I binding affinity with 185,985 pairs from IEDB/IMGT. Task: Regression. Given a peptide amino acid sequence and an MHC pseudo amino acid sequence, predict their binding affinity value. This is MHC class I binding data. (1) The peptide sequence is AVYKTYGQY. The MHC is HLA-B08:01 with pseudo-sequence HLA-B08:01. The binding affinity (normalized) is 0.0847. (2) The peptide sequence is DINVIGLIVI. The MHC is HLA-A68:02 with pseudo-sequence HLA-A68:02. The binding affinity (normalized) is 0.289. (3) The peptide sequence is VSIRGSHHK. The MHC is HLA-A26:02 with pseudo-sequence HLA-A26:02. The binding affinity (normalized) is 0.0847.